From a dataset of Full USPTO retrosynthesis dataset with 1.9M reactions from patents (1976-2016). Predict the reactants needed to synthesize the given product. (1) Given the product [CH3:7][O:8][CH2:9][CH2:10][CH2:11][N:12]1[C:20]2[C:15](=[CH:16][CH:17]=[C:18]([CH2:21][C@H:22]([CH:26]([CH3:28])[CH3:27])[CH2:23][OH:24])[CH:19]=2)[CH:14]=[N:13]1, predict the reactants needed to synthesize it. The reactants are: [H-].[H-].[H-].[H-].[Li+].[Al+3].[CH3:7][O:8][CH2:9][CH2:10][CH2:11][N:12]1[C:20]2[C:15](=[CH:16][CH:17]=[C:18]([CH2:21][C@H:22]([CH:26]([CH3:28])[CH3:27])[C:23](O)=[O:24])[CH:19]=2)[CH:14]=[N:13]1. (2) The reactants are: [F:1][CH:2]([F:24])[O:3][C:4]1[CH:9]=[CH:8][C:7]([N:10]2[CH:15]=[CH:14][C:13](=[O:16])[C:12]([C:17](=O)/[CH:18]=[CH:19]/[N:20](C)C)=[N:11]2)=[CH:6][CH:5]=1.[F:25][C:26]1([F:37])[O:30][C:29]2[CH:31]=[CH:32][CH:33]=[C:34]([NH:35]N)[C:28]=2[O:27]1.N([O-])=O.[Na+].[Sn](Cl)Cl. Given the product [F:37][C:26]1([F:25])[O:30][C:29]2[CH:31]=[CH:32][CH:33]=[C:34]([N:35]3[C:17]([C:12]4[C:13](=[O:16])[CH:14]=[CH:15][N:10]([C:7]5[CH:8]=[CH:9][C:4]([O:3][CH:2]([F:24])[F:1])=[CH:5][CH:6]=5)[N:11]=4)=[CH:18][CH:19]=[N:20]3)[C:28]=2[O:27]1, predict the reactants needed to synthesize it.